This data is from Reaction yield outcomes from USPTO patents with 853,638 reactions. The task is: Predict the reaction yield, written as a fraction of the theoretical maximum amount of product (1.0 means a 100% yield; for example, 0.34 means a 34% yield). (1) The reactants are [CH2:1]([CH:3]([CH2:24][CH2:25][CH2:26][CH3:27])[CH2:4][N:5]1[C:17]2[C:16]3[CH:18]=[CH:19][CH:20]=[CH:21][C:15]=3[C:14]([CH:22]=[O:23])=[CH:13][C:12]=2[C:11]2[C:6]1=[CH:7][CH:8]=[CH:9][CH:10]=2)[CH3:2].[Al+3].[Cl-].[Cl-].[Cl-].[F:32][C:33]1[CH:41]=[CH:40][CH:39]=[CH:38][C:34]=1[C:35](Cl)=[O:36]. The catalyst is C(Cl)Cl. The product is [CH2:1]([CH:3]([CH2:24][CH2:25][CH2:26][CH3:27])[CH2:4][N:5]1[C:17]2[C:16]3[CH:18]=[CH:19][CH:20]=[CH:21][C:15]=3[C:14]([CH:22]=[O:23])=[CH:13][C:12]=2[C:11]2[C:6]1=[CH:7][CH:8]=[C:9]([C:35](=[O:36])[C:34]1[CH:38]=[CH:39][CH:40]=[CH:41][C:33]=1[F:32])[CH:10]=2)[CH3:2]. The yield is 0.930. (2) The catalyst is C(Cl)Cl. The product is [Cl:21][C:18]1[CH:17]=[CH:16][C:15]([N:11]2[CH2:12][CH2:13][CH2:14][NH:8][CH2:9][CH2:10]2)=[CH:20][CH:19]=1. The yield is 0.480. The reactants are C(OC([N:8]1[CH2:14][CH2:13][CH2:12][N:11]([C:15]2[CH:20]=[CH:19][C:18]([Cl:21])=[CH:17][CH:16]=2)[CH2:10][CH2:9]1)=O)(C)(C)C.Cl.O1CCOCC1. (3) The reactants are [CH3:1][O:2][C:3]1[CH:8]=[CH:7][C:6]([CH2:9][OH:10])=[CH:5][CH:4]=1.[H-].[Na+].Br[CH2:14][CH2:15][C:16]([O:18][CH2:19][CH3:20])=[O:17]. The catalyst is C1(C)C=CC=CC=1. The product is [CH3:1][O:2][C:3]1[CH:8]=[CH:7][C:6]([CH2:9][O:10][CH2:14][CH2:15][C:16]([O:18][CH2:19][CH3:20])=[O:17])=[CH:5][CH:4]=1. The yield is 0.850. (4) The reactants are N1C=CN=[C:2]1[NH:6][C:7]([C:9]1[C:17]2[N:16]=[C:15]([NH:18][C:19]([C:21]3[N:22]=[CH:23][C:24]4[C:29]([CH:30]=3)=[CH:28][CH:27]=[CH:26][CH:25]=4)=[O:20])[NH:14][C:13]=2[CH:12]=[CH:11][CH:10]=1)=[O:8].CN(C(O[N:39]1N=N[C:41]2[CH:42]=[CH:43][CH:44]=C[C:40]1=2)=[N+](C)C)C.F[P-](F)(F)(F)(F)F.CCN(C(C)C)C(C)C.C1(N)C(N)=CC=CC=1. The catalyst is CN(C=O)C. The product is [NH2:39][C:40]1[CH:41]=[CH:42][CH:43]=[CH:44][C:2]=1[NH:6][C:7]([C:9]1[C:17]2[NH:16][C:15]([NH:18][C:19]([C:21]3[C:30]4[C:25](=[CH:26][CH:27]=[CH:28][CH:29]=4)[CH:24]=[CH:23][N:22]=3)=[O:20])=[N:14][C:13]=2[CH:12]=[CH:11][CH:10]=1)=[O:8]. The yield is 0.800. (5) The reactants are [C:1]([O:5][C:6]([N:8]1[CH2:13][CH2:12][CH:11]([C:14]([NH:16][C:17]2[CH:32]=[CH:31][C:30](I)=[CH:29][C:18]=2[C:19]([NH:21][C:22]2[CH:27]=[CH:26][C:25]([Cl:28])=[CH:24][N:23]=2)=[O:20])=[O:15])[CH2:10][CH2:9]1)=[O:7])([CH3:4])([CH3:3])[CH3:2].C(N(CC)CC)C.[OH2:41].CN(C)[CH:44]=[O:45]. The catalyst is Cl[Pd](Cl)([P](C1C=CC=CC=1)(C1C=CC=CC=1)C1C=CC=CC=1)[P](C1C=CC=CC=1)(C1C=CC=CC=1)C1C=CC=CC=1. The product is [C:1]([O:5][C:6]([N:8]1[CH2:13][CH2:12][CH:11]([C:14]([NH:16][C:17]2[CH:32]=[CH:31][C:30]([C:44]([OH:45])=[O:41])=[CH:29][C:18]=2[C:19]([NH:21][C:22]2[CH:27]=[CH:26][C:25]([Cl:28])=[CH:24][N:23]=2)=[O:20])=[O:15])[CH2:10][CH2:9]1)=[O:7])([CH3:4])([CH3:3])[CH3:2]. The yield is 0.690. (6) The reactants are [C:1]([C:4]1[CH:9]=[CH:8][CH:7]=[CH:6][CH:5]=1)(=O)[CH3:2].[C:10]1([C@@H:16]([NH2:18])[CH3:17])[CH:15]=[CH:14][CH:13]=[CH:12][CH:11]=1. The catalyst is [Cl-].[Zn+2].[Cl-].C1(C)C=CC=CC=1. The product is [C:4]1([CH2:1][CH:2]=[N:18][C@H:16]([C:10]2[CH:15]=[CH:14][CH:13]=[CH:12][CH:11]=2)[CH3:17])[CH:9]=[CH:8][CH:7]=[CH:6][CH:5]=1. The yield is 1.00.